This data is from Forward reaction prediction with 1.9M reactions from USPTO patents (1976-2016). The task is: Predict the product of the given reaction. The product is: [CH2:10]([N:14]([CH2:64][CH:65]([CH3:67])[CH3:66])[C:15]1[CH:20]=[CH:19][C:18]([C:21]2[CH:26]=[CH:25][CH:24]=[CH:23][C:22]=2[C:27]2[N:28]=[N:29][N:30]([C:32]([C:45]3[CH:50]=[CH:49][CH:48]=[CH:47][CH:46]=3)([C:39]3[CH:40]=[CH:41][CH:42]=[CH:43][CH:44]=3)[C:33]3[CH:38]=[CH:37][CH:36]=[CH:35][CH:34]=3)[N:31]=2)=[CH:17][C:16]=1[NH:51][C:52]([NH:9][C:4]1[N:5]=[CH:6][CH:7]=[CH:8][N:3]=1)=[O:53])[CH:11]([CH3:13])[CH3:12]. Given the reactants [H-].[Na+].[N:3]1[CH:8]=[CH:7][CH:6]=[N:5][C:4]=1[NH2:9].[CH2:10]([N:14]([CH2:64][CH:65]([CH3:67])[CH3:66])[C:15]1[CH:20]=[CH:19][C:18]([C:21]2[CH:26]=[CH:25][CH:24]=[CH:23][C:22]=2[C:27]2[N:28]=[N:29][N:30]([C:32]([C:45]3[CH:50]=[CH:49][CH:48]=[CH:47][CH:46]=3)([C:39]3[CH:44]=[CH:43][CH:42]=[CH:41][CH:40]=3)[C:33]3[CH:38]=[CH:37][CH:36]=[CH:35][CH:34]=3)[N:31]=2)=[CH:17][C:16]=1[NH:51][C:52](=O)[O:53]C1C=CC([N+]([O-])=O)=CC=1)[CH:11]([CH3:13])[CH3:12], predict the reaction product.